Task: Predict the reactants needed to synthesize the given product.. Dataset: Full USPTO retrosynthesis dataset with 1.9M reactions from patents (1976-2016) (1) Given the product [C:1]([C:4]1[CH:9]=[N:8][N:7]2[C:10]([NH:26][C:29](=[O:38])[O:52][C:49]([CH3:51])([CH3:50])[CH3:48])=[CH:11][CH:12]=[C:6]2[C:5]=1[NH:16][CH:17]1[CH2:22][CH2:21][CH2:20][CH2:19][CH:18]1[CH3:23])(=[O:3])[NH2:2], predict the reactants needed to synthesize it. The reactants are: [C:1]([C:4]1[CH:9]=[N:8][N:7]2[C:10](C(O)=O)=[CH:11][CH:12]=[C:6]2[C:5]=1[NH:16][CH:17]1[CH2:22][CH2:21][CH2:20][CH2:19][CH:18]1[CH3:23])(=[O:3])[NH2:2].C([N:26]([CH2:29]C)CC)C.C1(P(N=[N+]=[N-])(C2C=CC=CC=2)=[O:38])C=CC=CC=1.[CH3:48][C:49]([OH:52])([CH3:51])[CH3:50]. (2) Given the product [C:6]([C:5]1[CH:8]=[CH:9][C:2](/[CH:14]=[CH:13]/[C:12]([O:16][CH3:17])=[O:15])=[C:3]([O:10][CH3:11])[CH:4]=1)#[N:7], predict the reactants needed to synthesize it. The reactants are: I[C:2]1[CH:9]=[CH:8][C:5]([C:6]#[N:7])=[CH:4][C:3]=1[O:10][CH3:11].[C:12]([O:16][CH3:17])(=[O:15])[CH:13]=[CH2:14].CC1C=CC=CC=1P(C1C=CC=CC=1C)C1C=CC=CC=1C.O.